Dataset: Full USPTO retrosynthesis dataset with 1.9M reactions from patents (1976-2016). Task: Predict the reactants needed to synthesize the given product. (1) Given the product [Br:1][C:2]1[CH:7]=[CH:6][C:5]([S:8]([NH:19][C:18]2[C:13]([CH3:12])=[N:14][CH:15]=[CH:16][CH:17]=2)(=[O:10])=[O:9])=[CH:4][CH:3]=1, predict the reactants needed to synthesize it. The reactants are: [Br:1][C:2]1[CH:7]=[CH:6][C:5]([S:8](Cl)(=[O:10])=[O:9])=[CH:4][CH:3]=1.[CH3:12][C:13]1[C:18]([NH2:19])=[CH:17][CH:16]=[CH:15][N:14]=1. (2) Given the product [Cl:1][C:2]1[CH:3]=[CH:4][C:5]([C:8]2[CH:9]=[N:10][CH:11]=[C:12]3[C:17]=2[N:16]=[C:15]([C:18]([NH:60][C:58]2[CH:57]=[N:56][N:55]([CH3:54])[CH:59]=2)=[O:20])[CH:14]=[CH:13]3)=[CH:6][CH:7]=1, predict the reactants needed to synthesize it. The reactants are: [Cl:1][C:2]1[CH:7]=[CH:6][C:5]([C:8]2[CH:9]=[N:10][CH:11]=[C:12]3[C:17]=2[N:16]=[C:15]([C:18]([OH:20])=O)[CH:14]=[CH:13]3)=[CH:4][CH:3]=1.C(N(CC)C(C)C)(C)C.F[P-](F)(F)(F)(F)F.N1(OC(N(C)C)=[N+](C)C)C2N=CC=CC=2N=N1.[CH3:54][N:55]1[CH:59]=[C:58]([NH2:60])[CH:57]=[N:56]1.